Dataset: Reaction yield outcomes from USPTO patents with 853,638 reactions. Task: Predict the reaction yield, written as a fraction of the theoretical maximum amount of product (1.0 means a 100% yield; for example, 0.34 means a 34% yield). (1) The reactants are C(OC(=O)[NH:10][C@H:11]1[CH2:16][CH2:15][C@H:14]([CH:17]2[NH:30][C:29]3[C:28]4[C:23](=[CH:24][CH:25]=[C:26]([O:31][CH3:32])[N:27]=4)[N:22]=[CH:21][C:20]=3[O:19][CH2:18]2)[CH2:13][CH2:12]1)C1C=CC=CC=1. The catalyst is [Pd].CO.O1CCCC1. The product is [CH3:32][O:31][C:26]1[N:27]=[C:28]2[C:23](=[CH:24][CH:25]=1)[N:22]=[CH:21][C:20]1[O:19][CH2:18][CH:17]([C@H:14]3[CH2:15][CH2:16][C@H:11]([NH2:10])[CH2:12][CH2:13]3)[NH:30][C:29]2=1. The yield is 0.740. (2) The reactants are [C:1]([O:5][C:6](=[O:22])[C:7](=[N:16][NH:17][C:18]([CH3:21])([CH3:20])[CH3:19])[C:8]1[C:9](F)=[N:10][C:11]([F:14])=[CH:12][CH:13]=1)([CH3:4])([CH3:3])[CH3:2].[H-].[Na+]. The catalyst is C1COCC1. The product is [C:1]([O:5][C:6]([C:7]1[C:8]2[C:9](=[N:10][C:11]([F:14])=[CH:12][CH:13]=2)[N:17]([C:18]([CH3:21])([CH3:20])[CH3:19])[N:16]=1)=[O:22])([CH3:4])([CH3:3])[CH3:2]. The yield is 0.560. (3) The reactants are [F:1][C:2]([F:42])([F:41])[C:3]1[CH:4]=[C:5]([CH:34]=[C:35]([C:37]([F:40])([F:39])[F:38])[CH:36]=1)[CH2:6][N:7]([CH2:14][C:15]1[CH:20]=[C:19]([C:21]([F:24])([F:23])[F:22])[C:18]([CH3:25])=[CH:17][C:16]=1[CH:26]([CH:28]1[CH2:33][CH2:32][CH2:31][CH2:30][CH2:29]1)[OH:27])[C:8]1[N:9]=[N:10][N:11]([CH3:13])[N:12]=1.[H-].[Na+].[CH3:45]I. The catalyst is C1COCC1. The product is [F:42][C:2]([F:1])([F:41])[C:3]1[CH:4]=[C:5]([CH:34]=[C:35]([C:37]([F:38])([F:39])[F:40])[CH:36]=1)[CH2:6][N:7]([CH2:14][C:15]1[CH:20]=[C:19]([C:21]([F:24])([F:23])[F:22])[C:18]([CH3:25])=[CH:17][C:16]=1[CH:26]([CH:28]1[CH2:33][CH2:32][CH2:31][CH2:30][CH2:29]1)[O:27][CH3:45])[C:8]1[N:9]=[N:10][N:11]([CH3:13])[N:12]=1. The yield is 0.400. (4) The reactants are [CH3:1][O:2][C:3]1[CH:8]=[CH:7][C:6]([S:9][C:10]([CH3:16])([CH3:15])[CH2:11][C:12]([OH:14])=O)=[CH:5][CH:4]=1.C(Cl)(=O)C(Cl)=O.Cl[Sn](Cl)(Cl)Cl. The catalyst is C1C=CC=CC=1.C(Cl)Cl. The product is [CH3:1][O:2][C:3]1[CH:4]=[C:5]2[C:6](=[CH:7][CH:8]=1)[S:9][C:10]([CH3:16])([CH3:15])[CH2:11][C:12]2=[O:14]. The yield is 0.780. (5) The reactants are C(NCCO)C1C=CC=CC=1.C([C@H]1OC1)Cl.[OH-:17].[Na+].C([N:26]1[CH2:31][CH2:30][O:29][CH:28]([CH2:32][OH:33])[CH2:27]1)C1C=CC=CC=1.C(N1CCCOCC1)C1C=CC=CC=1.OCC1OCCNC1.O1CCCNCC1.[N+:63]([C:66]1[CH:74]=[CH:73][C:69]([C:70]([OH:72])=[O:71])=[CH:68][CH:67]=1)([O-])=[O:64]. The catalyst is [C].[Pd].CO.O.CC(O)C. The product is [N+:63]([C:66]1[CH:67]=[CH:68][C:69]([C:70]([OH:72])=[O:71])=[CH:73][CH:74]=1)([O-:64])=[O:17].[OH:33][CH2:32][C@@H:28]1[O:29][CH2:30][CH2:31][NH:26][CH2:27]1. The yield is 0.413. (6) The reactants are [F:1][C:2]1[CH:3]=[C:4]([CH:22]=[C:23]([C:25]([F:28])([F:27])[F:26])[CH:24]=1)[CH2:5][C@H:6]1[CH2:11][C@H:10]([C:12]2[O:16][NH:15][C:14](=[O:17])[CH:13]=2)[CH2:9][CH2:8][N:7]1C(OC)=O.Br. No catalyst specified. The product is [F:1][C:2]1[CH:3]=[C:4]([CH:22]=[C:23]([C:25]([F:27])([F:26])[F:28])[CH:24]=1)[CH2:5][C@H:6]1[CH2:11][C@H:10]([C:12]2[O:16][NH:15][C:14](=[O:17])[CH:13]=2)[CH2:9][CH2:8][NH:7]1. The yield is 0.790.